From a dataset of Full USPTO retrosynthesis dataset with 1.9M reactions from patents (1976-2016). Predict the reactants needed to synthesize the given product. (1) Given the product [Br:21][C:17]1[CH:16]=[CH:15][CH:14]=[C:13]2[C:18]=1[CH2:19][CH2:20][NH:11][CH:12]2[CH2:22][C:23]([O:25][CH3:26])=[O:24], predict the reactants needed to synthesize it. The reactants are: CO.S(=O)(=O)(O)O.C([N:11]1[CH2:20][CH2:19][C:18]2[C:13](=[CH:14][CH:15]=[CH:16][C:17]=2[Br:21])[CH:12]1[CH2:22][C:23]([O:25][CH3:26])=[O:24])(=O)C.C([O-])(O)=O.[Na+]. (2) Given the product [Cl:23][C:21]1[CH:20]=[CH:19][C:18]([O:24][CH2:25][C:26]2[CH:31]=[CH:30][CH:29]=[CH:28][CH:27]=2)=[C:17]([C:12]2[N:11]([C:7]3[CH:6]=[C:5]([CH:10]=[CH:9][CH:8]=3)[C:4]([OH:32])=[O:3])[C:15]([CH3:16])=[CH:14][CH:13]=2)[CH:22]=1, predict the reactants needed to synthesize it. The reactants are: C([O:3][C:4](=[O:32])[C:5]1[CH:10]=[CH:9][CH:8]=[C:7]([N:11]2[C:15]([CH3:16])=[CH:14][CH:13]=[C:12]2[C:17]2[CH:22]=[C:21]([Cl:23])[CH:20]=[CH:19][C:18]=2[O:24][CH2:25][C:26]2[CH:31]=[CH:30][CH:29]=[CH:28][CH:27]=2)[CH:6]=1)C. (3) Given the product [Br:1][C:2]1[CH:3]=[C:4]([C:13]2[N:17]([C:18]3[CH:19]=[CH:20][N:21]=[CH:22][CH:23]=3)[N:16]=[C:15]([C:24]([N:48]3[CH2:52][C:51](=[O:53])[NH:50][CH2:49]3)=[O:25])[CH:14]=2)[CH:5]=[C:6]([O:8][C:9]([F:12])([F:10])[F:11])[CH:7]=1, predict the reactants needed to synthesize it. The reactants are: [Br:1][C:2]1[CH:3]=[C:4]([C:13]2[N:17]([C:18]3[CH:23]=[CH:22][N:21]=[CH:20][CH:19]=3)[N:16]=[C:15]([C:24](O)=[O:25])[CH:14]=2)[CH:5]=[C:6]([O:8][C:9]([F:12])([F:11])[F:10])[CH:7]=1.ClC1C=C(C2N(C3C=CC=CN=3)N=C(C([N:48]3[CH2:52][C:51](=[O:53])[NH:50][CH2:49]3)=O)C=2)C=C(F)C=1.Cl.N1C=CNC1=O.